The task is: Regression. Given a peptide amino acid sequence and an MHC pseudo amino acid sequence, predict their binding affinity value. This is MHC class I binding data.. This data is from Peptide-MHC class I binding affinity with 185,985 pairs from IEDB/IMGT. (1) The peptide sequence is EVIEQWHSL. The MHC is HLA-A80:01 with pseudo-sequence HLA-A80:01. The binding affinity (normalized) is 0.0847. (2) The peptide sequence is QLREAATEA. The MHC is HLA-B08:01 with pseudo-sequence HLA-B08:01. The binding affinity (normalized) is 0. (3) The peptide sequence is NPVPVGNIY. The binding affinity (normalized) is 0. The MHC is HLA-A02:01 with pseudo-sequence HLA-A02:01.